This data is from Full USPTO retrosynthesis dataset with 1.9M reactions from patents (1976-2016). The task is: Predict the reactants needed to synthesize the given product. (1) Given the product [ClH:1].[Br-:2].[O:12]1[C:11]2[CH:10]=[CH:9][N:8]=[CH:7][C:6]=2[CH:5]=[C:4]1[CH2:3][P+:19]([C:20]1[CH:21]=[CH:22][CH:23]=[CH:24][CH:25]=1)([C:26]1[CH:31]=[CH:30][CH:29]=[CH:28][CH:27]=1)[C:16]1[CH:15]=[CH:14][CH:13]=[CH:18][CH:17]=1, predict the reactants needed to synthesize it. The reactants are: [ClH:1].[Br:2][CH2:3][C:4]1[O:12][C:11]2[CH:10]=[CH:9][N:8]=[CH:7][C:6]=2[CH:5]=1.[CH:13]1[CH:18]=[CH:17][C:16]([P:19]([C:26]2[CH:31]=[CH:30][CH:29]=[CH:28][CH:27]=2)[C:20]2[CH:25]=[CH:24][CH:23]=[CH:22][CH:21]=2)=[CH:15][CH:14]=1. (2) Given the product [NH2:16][C:4]1[CH:3]=[C:2]([I:1])[CH:7]=[CH:6][C:5]=1[NH:8][C:9](=[O:15])[O:10][C:11]([CH3:13])([CH3:12])[CH3:14], predict the reactants needed to synthesize it. The reactants are: [I:1][C:2]1[CH:7]=[CH:6][C:5]([NH:8][C:9](=[O:15])[O:10][C:11]([CH3:14])([CH3:13])[CH3:12])=[C:4]([N+:16]([O-])=O)[CH:3]=1. (3) Given the product [OH:32][C@H:30]([CH2:50][OH:51])[CH2:31][O:61][C:10]1[CH:9]=[CH:8][CH:13]=[CH:12][C:11]=1[CH2:14][CH2:15][CH2:16][CH2:17][NH2:18], predict the reactants needed to synthesize it. The reactants are: O[C@H]([C@H](O)CO)CN(C[C@H](O)[C@H](O)CO)CCO[C:8]1[CH:13]=[CH:12][C:11]([CH2:14][CH2:15][CH2:16][CH2:17][NH2:18])=[CH:10][CH:9]=1.[CH2:30]([OH:32])[CH3:31].C(N(CC)CC)C.I.NC1C([C:50](NC(=N)SC)=[O:51])=NC(Cl)=C(N)N=1.C([O:61]C)(C)(C)C. (4) Given the product [F:21][C:11]1[CH:10]=[C:9]([OH:8])[CH:14]=[CH:13][C:12]=1[CH:15]([O:19][CH3:20])[C:16]([OH:18])=[O:17], predict the reactants needed to synthesize it. The reactants are: C([O:8][C:9]1[CH:14]=[CH:13][C:12]([CH:15]([O:19][CH3:20])[C:16]([OH:18])=[O:17])=[C:11]([F:21])[CH:10]=1)C1C=CC=CC=1. (5) Given the product [OH:4][CH2:5][C@@:6]1([C:11]([O:13][CH2:14][CH3:15])=[O:12])[CH2:7][C@H:8]1[CH2:9][OH:10], predict the reactants needed to synthesize it. The reactants are: C(O)C.[O:4]=[C:5]1[O:10][CH2:9][C@H:8]2[C@:6]1([C:11]([O:13][CH2:14][CH3:15])=[O:12])[CH2:7]2.[BH4-].[Na+].Cl. (6) Given the product [F:1][C:2]1[CH:7]=[C:6]([O:8][C:9]([F:10])([F:11])[F:12])[CH:5]=[CH:4][C:3]=1[C@H:13]1[CH2:18][C@H:17]([C:19]2[O:23][NH:22][C:21](=[O:24])[CH:20]=2)[CH2:16][CH2:15][NH:14]1, predict the reactants needed to synthesize it. The reactants are: [F:1][C:2]1[CH:7]=[C:6]([O:8][C:9]([F:12])([F:11])[F:10])[CH:5]=[CH:4][C:3]=1[C@H:13]1[CH2:18][C@H:17]([C:19]2[O:23][NH:22][C:21](=[O:24])[CH:20]=2)[CH2:16][CH2:15][N:14]1C(OC)=O.Br. (7) Given the product [NH2:25][C:23]1[S:24][CH:15]([C:16]2[CH:21]=[CH:20][CH:19]=[CH:18][CH:17]=2)[C:12]([C:9]2[CH:10]=[CH:11][C:5]3[O:4][CH2:3][C:2](=[O:1])[NH:7][C:6]=3[CH:8]=2)=[CH:13][N:22]=1, predict the reactants needed to synthesize it. The reactants are: [O:1]=[C:2]1[NH:7][C:6]2[CH:8]=[C:9](/[C:12](=[CH:15]\[C:16]3[CH:21]=[CH:20][CH:19]=[CH:18][CH:17]=3)/[CH:13]=O)[CH:10]=[CH:11][C:5]=2[O:4][CH2:3]1.[NH2:22][C:23]([NH2:25])=[S:24].O1CCOCC1.C([O-])(O)=O.[Na+].